From a dataset of Full USPTO retrosynthesis dataset with 1.9M reactions from patents (1976-2016). Predict the reactants needed to synthesize the given product. Given the product [Br:17][C:18]1[CH:23]=[CH:22][CH:21]=[C:20]([CH2:24][C:26]2[CH:31]=[CH:30][C:29]([O:32][CH2:33][CH3:34])=[CH:28][CH:27]=2)[CH:19]=1, predict the reactants needed to synthesize it. The reactants are: [SiH](CC)(CC)CC.B(F)(F)F.CCOCC.[Br:17][C:18]1[CH:19]=[C:20]([CH:24]([C:26]2[CH:31]=[CH:30][C:29]([O:32][CH2:33][CH3:34])=[CH:28][CH:27]=2)O)[CH:21]=[CH:22][CH:23]=1.C(=O)([O-])[O-].[Na+].[Na+].